Dataset: Peptide-MHC class II binding affinity with 134,281 pairs from IEDB. Task: Regression. Given a peptide amino acid sequence and an MHC pseudo amino acid sequence, predict their binding affinity value. This is MHC class II binding data. (1) The peptide sequence is KEYTFPITLSSTSNP. The MHC is DRB1_0901 with pseudo-sequence DRB1_0901. The binding affinity (normalized) is 0.169. (2) The peptide sequence is STGGAYESYKFIPALEAAVK. The MHC is HLA-DPA10103-DPB10401 with pseudo-sequence HLA-DPA10103-DPB10401. The binding affinity (normalized) is 0.539. (3) The peptide sequence is IYKASPTLAFPAGVC. The binding affinity (normalized) is 0.280. The MHC is HLA-DQA10301-DQB10302 with pseudo-sequence HLA-DQA10301-DQB10302. (4) The binding affinity (normalized) is 0.839. The MHC is HLA-DPA10201-DPB11401 with pseudo-sequence HLA-DPA10201-DPB11401. The peptide sequence is AFKVAATAAGAAPAN. (5) The peptide sequence is AAAPAGTTVYGAFAA. The MHC is HLA-DQA10501-DQB10301 with pseudo-sequence HLA-DQA10501-DQB10301. The binding affinity (normalized) is 0.637.